This data is from Reaction yield outcomes from USPTO patents with 853,638 reactions. The task is: Predict the reaction yield, written as a fraction of the theoretical maximum amount of product (1.0 means a 100% yield; for example, 0.34 means a 34% yield). (1) The reactants are [CH3:1][C@H:2]1[C:3](=[O:29])[NH:4][C:5]2[CH:6]=[CH:7][CH:8]=[N:9][C:10]=2[C:11]2[CH:12]=[CH:13][CH:14]=[C:15]([CH:28]=2)[C@@H:16]([NH:20][C:21](=[O:27])[O:22][C:23]([CH3:26])([CH3:25])[CH3:24])[CH2:17][CH:18]=[CH:19]1. The catalyst is O=[Pt]=O.CCO. The product is [CH3:1][C@@H:2]1[CH2:19][CH2:18][CH2:17][C@H:16]([NH:20][C:21](=[O:27])[O:22][C:23]([CH3:24])([CH3:26])[CH3:25])[C:15]2[CH:28]=[C:11]([CH:12]=[CH:13][CH:14]=2)[C:10]2[N:9]=[CH:8][CH:7]=[CH:6][C:5]=2[NH:4][C:3]1=[O:29]. The yield is 0.990. (2) The yield is 1.27. The catalyst is CO.C(Cl)Cl.[Pd]. The product is [CH:8]1([C@H:7]2[NH:14][C:15](=[O:17])[CH2:4][NH:5][CH2:6]2)[CH2:13][CH2:12][CH2:11][CH2:10][CH2:9]1. The reactants are COC(=O)[CH2:4][NH:5][CH2:6][C@H:7]([NH:14][C:15]([O:17]CC1C=CC=CC=1)=O)[CH:8]1[CH2:13][CH2:12][CH2:11][CH2:10][CH2:9]1.N#N. (3) The reactants are [CH:1]1([C:5]([C:7]2[CH:12]=[CH:11][CH:10]=[CH:9][N:8]=2)=O)[CH2:4][CH2:3][CH2:2]1.[BH3-]C#[N:15].[Na+]. The catalyst is CO. The product is [CH:1]1([CH:5]([C:7]2[CH:12]=[CH:11][CH:10]=[CH:9][N:8]=2)[NH2:15])[CH2:4][CH2:3][CH2:2]1. The yield is 0.980. (4) The reactants are [OH:1]O.[CH:3]1=[CH:4][CH2:5][CH2:6][CH2:7][CH2:8][CH2:9][CH2:10]1. The catalyst is C(O)(C)(C)C. The product is [CH:3]12[O:1][CH:10]1[CH2:9][CH2:8][CH2:7][CH2:6][CH2:5][CH2:4]2. The yield is 0.650.